From a dataset of NCI-60 drug combinations with 297,098 pairs across 59 cell lines. Regression. Given two drug SMILES strings and cell line genomic features, predict the synergy score measuring deviation from expected non-interaction effect. Drug 1: CCC(=C(C1=CC=CC=C1)C2=CC=C(C=C2)OCCN(C)C)C3=CC=CC=C3.C(C(=O)O)C(CC(=O)O)(C(=O)O)O. Drug 2: CCN(CC)CCNC(=O)C1=C(NC(=C1C)C=C2C3=C(C=CC(=C3)F)NC2=O)C. Cell line: BT-549. Synergy scores: CSS=-4.76, Synergy_ZIP=0.717, Synergy_Bliss=-2.04, Synergy_Loewe=-5.97, Synergy_HSA=-5.58.